From a dataset of Forward reaction prediction with 1.9M reactions from USPTO patents (1976-2016). Predict the product of the given reaction. (1) Given the reactants Cl.[Cl:2][C:3]1[CH:8]=[CH:7][C:6]([NH:9][NH2:10])=[CH:5][CH:4]=1.C(N([CH2:16][CH3:17])CC)C.[OH2:18], predict the reaction product. The product is: [Cl:2][C:3]1[CH:8]=[CH:7][C:6]([NH:9][NH:10][C:16](=[O:18])[CH3:17])=[CH:5][CH:4]=1. (2) Given the reactants [C:1]([C:3]1[C:12]([CH2:13][C:14]2[CH:19]=[CH:18][C:17]([N:20]3[CH:24]=[CH:23][CH:22]=[N:21]3)=[CH:16][CH:15]=2)=[CH:11][C:6]([C:7]([O:9][CH3:10])=[O:8])=[C:5]([OH:25])[C:4]=1[CH3:26])#[N:2].[H-].[Na+].C1C=CC(N([S:36]([C:39]([F:42])([F:41])[F:40])(=[O:38])=[O:37])[S:36]([C:39]([F:42])([F:41])[F:40])(=[O:38])=[O:37])=CC=1.[Cl-].[NH4+], predict the reaction product. The product is: [C:1]([C:3]1[C:12]([CH2:13][C:14]2[CH:19]=[CH:18][C:17]([N:20]3[CH:24]=[CH:23][CH:22]=[N:21]3)=[CH:16][CH:15]=2)=[CH:11][C:6]([C:7]([O:9][CH3:10])=[O:8])=[C:5]([O:25][S:36]([C:39]([F:42])([F:41])[F:40])(=[O:38])=[O:37])[C:4]=1[CH3:26])#[N:2]. (3) Given the reactants [OH-].[Ba+2].[OH-].S([O-])([O-])(=O)=O.[Pt+2:9].[CH2:10]([NH:18][CH2:19][CH2:20][CH2:21][CH2:22][CH2:23][CH2:24][CH2:25][CH3:26])[CH2:11][CH2:12][CH2:13][CH2:14][CH2:15][CH2:16][CH3:17], predict the reaction product. The product is: [Pt+2:9].[CH2:19]([NH:18][CH2:10][CH2:11][CH2:12][CH2:13][CH2:14][CH2:15][CH2:16][CH3:17])[CH2:20][CH2:21][CH2:22][CH2:23][CH2:24][CH2:25][CH3:26]. (4) Given the reactants [F:1][C:2]1[CH:7]=[CH:6][C:5]([C:8](=[O:26])[CH2:9][CH2:10][CH2:11][C:12]([N:14]2[C@@H:18]([C:19]3[CH:24]=[CH:23][CH:22]=[CH:21][CH:20]=3)[CH2:17][O:16][C:15]2=[O:25])=[O:13])=[CH:4][CH:3]=1.[CH2:27](O)[CH2:28][OH:29].Cl[Si](C)(C)C, predict the reaction product. The product is: [F:1][C:2]1[CH:7]=[CH:6][C:5]([C:8]2([CH2:9][CH2:10][CH2:11][C:12]([N:14]3[C@@H:18]([C:19]4[CH:20]=[CH:21][CH:22]=[CH:23][CH:24]=4)[CH2:17][O:16][C:15]3=[O:25])=[O:13])[O:29][CH2:28][CH2:27][O:26]2)=[CH:4][CH:3]=1. (5) The product is: [CH3:22][C:17]1([CH3:23])[C:18]([CH3:21])([CH3:20])[O:19][B:15]([C:2]2[CH:3]=[CH:4][C:5]3[N:6]([CH:8]=[C:9]([C:11]([F:14])([F:13])[F:12])[N:10]=3)[CH:7]=2)[O:16]1. Given the reactants Br[C:2]1[CH:3]=[CH:4][C:5]2[N:6]([CH:8]=[C:9]([C:11]([F:14])([F:13])[F:12])[N:10]=2)[CH:7]=1.[B:15]1([B:15]2[O:19][C:18]([CH3:21])([CH3:20])[C:17]([CH3:23])([CH3:22])[O:16]2)[O:19][C:18]([CH3:21])([CH3:20])[C:17]([CH3:23])([CH3:22])[O:16]1.C([O-])(=O)C.[K+].O, predict the reaction product. (6) Given the reactants [N:1]12[CH2:8][CH2:7][C:4]([C:9]([C:17]3[CH:22]=[CH:21][CH:20]=[CH:19][CH:18]=3)([C:11]3[CH:16]=[CH:15][CH:14]=[CH:13][CH:12]=3)[OH:10])([CH2:5][CH2:6]1)[CH2:3][CH2:2]2.[Br:23][CH2:24][CH2:25][CH2:26][C:27]1[CH:32]=[CH:31][CH:30]=[CH:29][CH:28]=1, predict the reaction product. The product is: [Br-:23].[OH:10][C:9]([C:17]1[CH:22]=[CH:21][CH:20]=[CH:19][CH:18]=1)([C:11]1[CH:12]=[CH:13][CH:14]=[CH:15][CH:16]=1)[C:4]12[CH2:5][CH2:6][N+:1]([CH2:24][CH2:25][CH2:26][C:27]3[CH:32]=[CH:31][CH:30]=[CH:29][CH:28]=3)([CH2:2][CH2:3]1)[CH2:8][CH2:7]2. (7) Given the reactants [N+:1]([C:4]1[CH:9]=[CH:8][C:7]([OH:10])=[CH:6][CH:5]=1)([O-])=O.Br[CH:12]1[CH2:16][CH2:15][CH2:14][CH2:13]1.C(=O)([O-])[O-].[K+].[K+].CN(C=O)C, predict the reaction product. The product is: [CH:12]1([O:10][C:7]2[CH:8]=[CH:9][C:4]([NH2:1])=[CH:5][CH:6]=2)[CH2:16][CH2:15][CH2:14][CH2:13]1. (8) The product is: [CH2:1]([N:3]1[C:7]2=[N:8][C:9]([CH2:49][CH3:50])=[C:10]([CH2:19][NH:20][C:21]([C:23]3[CH:28]=[CH:27][CH:26]=[C:25]([C:29]([NH:31][CH2:32][C:33]4[CH:34]=[C:35]([C:41]5[CH:46]=[CH:45][CH:44]=[C:43]([CH2:47][N:55]6[CH2:56][CH2:57][N:52]([CH3:51])[CH2:53][CH2:54]6)[CH:42]=5)[CH:36]=[CH:37][C:38]=4[O:39][CH3:40])=[O:30])[CH:24]=3)=[O:22])[C:11]([NH:12][CH:13]3[CH2:18][CH2:17][O:16][CH2:15][CH2:14]3)=[C:6]2[CH:5]=[N:4]1)[CH3:2]. Given the reactants [CH2:1]([N:3]1[C:7]2=[N:8][C:9]([CH2:49][CH3:50])=[C:10]([CH2:19][NH:20][C:21]([C:23]3[CH:28]=[CH:27][CH:26]=[C:25]([C:29]([NH:31][CH2:32][C:33]4[CH:34]=[C:35]([C:41]5[CH:46]=[CH:45][CH:44]=[C:43]([CH:47]=O)[CH:42]=5)[CH:36]=[CH:37][C:38]=4[O:39][CH3:40])=[O:30])[CH:24]=3)=[O:22])[C:11]([NH:12][CH:13]3[CH2:18][CH2:17][O:16][CH2:15][CH2:14]3)=[C:6]2[CH:5]=[N:4]1)[CH3:2].[CH3:51][N:52]1[CH2:57][CH2:56][NH:55][CH2:54][CH2:53]1.C(O[BH-](OC(=O)C)OC(=O)C)(=O)C.[Na+].CC(O)=O, predict the reaction product.